Task: Predict the reactants needed to synthesize the given product.. Dataset: Full USPTO retrosynthesis dataset with 1.9M reactions from patents (1976-2016) (1) Given the product [N+:10]([C:3]1[CH:4]=[C:5]([C:6]2[N:13]=[N:14][NH:15][N:7]=2)[CH:8]=[CH:9][C:2]=1[NH2:1])([O-:12])=[O:11], predict the reactants needed to synthesize it. The reactants are: [NH2:1][C:2]1[CH:9]=[CH:8][C:5]([C:6]#[N:7])=[CH:4][C:3]=1[N+:10]([O-:12])=[O:11].[N-:13]=[N+:14]=[N-:15].[Na+].Cl. (2) Given the product [C:7]([C:6]1[CH:5]=[C:4]([C:10]([CH3:13])([CH3:12])[CH3:11])[S:3][C:2]=1[NH:1][C:21]([NH:20][C:17]1[CH:18]=[CH:19][C:14]([CH3:23])=[CH:15][CH:16]=1)=[O:22])(=[O:8])[NH2:9], predict the reactants needed to synthesize it. The reactants are: [NH2:1][C:2]1[S:3][C:4]([C:10]([CH3:13])([CH3:12])[CH3:11])=[CH:5][C:6]=1[C:7]([NH2:9])=[O:8].[C:14]1([CH3:23])[CH:19]=[CH:18][C:17]([N:20]=[C:21]=[O:22])=[CH:16][CH:15]=1. (3) Given the product [CH3:1][O:2][C:3]([CH2:5][C:6]1[S:15][CH:14]=[CH:19][C:8]=1[C:9]([O:11][CH3:12])=[O:10])=[O:4], predict the reactants needed to synthesize it. The reactants are: [CH3:1][O:2][C:3]([CH2:5][C:6]([CH2:8][C:9]([O:11][CH3:12])=[O:10])=O)=[O:4].O[CH:14]1[CH2:19]SC(O)C[S:15]1.[Br-].[Li+].